Dataset: Reaction yield outcomes from USPTO patents with 853,638 reactions. Task: Predict the reaction yield, written as a fraction of the theoretical maximum amount of product (1.0 means a 100% yield; for example, 0.34 means a 34% yield). (1) The reactants are [NH2:1][C:2]1[CH:7]=[CH:6][C:5]([C:8](=[O:10])[CH3:9])=[C:4]([OH:11])[C:3]=1[CH3:12].I[CH2:14][C:15]1[CH:20]=[CH:19][C:18]([CH:21]([O:30][CH:31]2[CH2:36][CH2:35][CH2:34][CH2:33][O:32]2)[C:22]2[CH:23]=[C:24]([CH:27]=[CH:28][CH:29]=2)[C:25]#[N:26])=[CH:17][CH:16]=1.C([O-])([O-])=O.[K+].[K+]. The catalyst is CN(C=O)C. The product is [C:8]([C:5]1[CH:6]=[CH:7][C:2]([NH:1][CH2:14][C:15]2[CH:16]=[CH:17][C:18]([CH:21]([O:30][CH:31]3[CH2:36][CH2:35][CH2:34][CH2:33][O:32]3)[C:22]3[CH:23]=[C:24]([CH:27]=[CH:28][CH:29]=3)[C:25]#[N:26])=[CH:19][CH:20]=2)=[C:3]([CH3:12])[C:4]=1[OH:11])(=[O:10])[CH3:9]. The yield is 0.640. (2) The reactants are [Cl-].[Cl-].C([Al+2])C.[C:6]([O:10][CH3:11])(=[O:9])[C:7]#[CH:8].[C:12]([O:15][C@@H:16]1[CH2:34][CH2:33][C@@:32]2([CH3:35])[C@H:18]([CH2:19][CH2:20][C@@H:21]3[C:31]2=[CH:30][CH2:29][C@@:28]2([CH3:36])[C@H:22]3[CH2:23][CH2:24]/[C:25]/2=[CH:26]/[CH3:27])[CH2:17]1)(=[O:14])[CH3:13].O. The catalyst is C(Cl)Cl. The product is [C:12]([O:15][C@@H:16]1[CH2:34][CH2:33][C@@:32]2([CH3:35])[C@H:18]([CH2:19][CH2:20][C@@H:21]3[C:31]2=[CH:30][CH2:29][C@@:28]2([CH3:36])[C@H:22]3[CH2:23][CH:24]=[C:25]2[C@H:26]([CH3:27])/[CH:8]=[CH:7]/[C:6]([O:10][CH3:11])=[O:9])[CH2:17]1)(=[O:14])[CH3:13]. The yield is 0.680. (3) The reactants are [C:1]([C:5]12[CH2:12][CH2:11][C:8]([C:13]([O:15]C)=[O:14])([CH2:9][CH2:10]1)[CH2:7][CH2:6]2)([O:3]C)=[O:2].O.[OH-].[Li+]. The catalyst is O1CCCC1.C(O)(C)C.O. The product is [C:13]([C:8]12[CH2:11][CH2:12][C:5]([C:1]([OH:3])=[O:2])([CH2:10][CH2:9]1)[CH2:6][CH2:7]2)([OH:15])=[O:14]. The yield is 0.980.